From a dataset of NCI-60 drug combinations with 297,098 pairs across 59 cell lines. Regression. Given two drug SMILES strings and cell line genomic features, predict the synergy score measuring deviation from expected non-interaction effect. (1) Drug 1: COC1=CC(=CC(=C1O)OC)C2C3C(COC3=O)C(C4=CC5=C(C=C24)OCO5)OC6C(C(C7C(O6)COC(O7)C8=CC=CS8)O)O. Drug 2: C1CNP(=O)(OC1)N(CCCl)CCCl. Cell line: NCIH23. Synergy scores: CSS=60.4, Synergy_ZIP=7.81, Synergy_Bliss=9.38, Synergy_Loewe=-54.9, Synergy_HSA=7.65. (2) Drug 1: CC(C1=C(C=CC(=C1Cl)F)Cl)OC2=C(N=CC(=C2)C3=CN(N=C3)C4CCNCC4)N. Drug 2: CC1CCC2CC(C(=CC=CC=CC(CC(C(=O)C(C(C(=CC(C(=O)CC(OC(=O)C3CCCCN3C(=O)C(=O)C1(O2)O)C(C)CC4CCC(C(C4)OC)O)C)C)O)OC)C)C)C)OC. Cell line: NCI/ADR-RES. Synergy scores: CSS=10.2, Synergy_ZIP=3.03, Synergy_Bliss=6.56, Synergy_Loewe=2.00, Synergy_HSA=5.39. (3) Drug 1: CC1=C2C(C(=O)C3(C(CC4C(C3C(C(C2(C)C)(CC1OC(=O)C(C(C5=CC=CC=C5)NC(=O)OC(C)(C)C)O)O)OC(=O)C6=CC=CC=C6)(CO4)OC(=O)C)OC)C)OC. Drug 2: C1=CC(=CC=C1CCCC(=O)O)N(CCCl)CCCl. Cell line: SK-MEL-28. Synergy scores: CSS=34.4, Synergy_ZIP=-3.03, Synergy_Bliss=-4.43, Synergy_Loewe=-2.98, Synergy_HSA=0.297.